Dataset: Forward reaction prediction with 1.9M reactions from USPTO patents (1976-2016). Task: Predict the product of the given reaction. (1) Given the reactants [CH3:1][O:2][CH:3]([O:20][CH3:21])[CH:4]1[CH2:9][CH2:8][N:7]([C:10]2[CH:19]=[CH:18][C:13]([C:14]([O:16]C)=[O:15])=[CH:12][CH:11]=2)[CH2:6][CH2:5]1.Cl, predict the reaction product. The product is: [CH3:1][O:2][CH:3]([O:20][CH3:21])[CH:4]1[CH2:9][CH2:8][N:7]([C:10]2[CH:19]=[CH:18][C:13]([C:14]([OH:16])=[O:15])=[CH:12][CH:11]=2)[CH2:6][CH2:5]1. (2) Given the reactants [Li]CCCC.Br[C:7]1[N:11]([CH3:12])[C:10]([CH3:13])=[N:9][CH:8]=1.[CH:14]([CH:16]1[CH2:19][N:18]([C:20]([O:22][C:23]([CH3:26])([CH3:25])[CH3:24])=[O:21])[CH2:17]1)=[O:15], predict the reaction product. The product is: [CH3:12][N:11]1[C:7]([CH:14]([OH:15])[CH:16]2[CH2:17][N:18]([C:20]([O:22][C:23]([CH3:25])([CH3:24])[CH3:26])=[O:21])[CH2:19]2)=[CH:8][N:9]=[C:10]1[CH3:13]. (3) Given the reactants [C:1]([O:9][C:10]1([CH2:27][C:28]2[CH:33]=[CH:32][C:31]([O:34][CH3:35])=[CH:30][C:29]=2[OH:36])[C:18]2[C:13](=[CH:14][CH:15]=[C:16](C)[CH:17]=2)[N:12]([CH2:20][CH2:21]CC(C)C)[C:11]1=[O:26])(=[O:8])[C:2]1[CH:7]=[CH:6][CH:5]=[CH:4][CH:3]=1.C(OC1C2C(=CC=CC=2)N(CC)C1=O)(=O)C1C=CC=CC=1.C(=O)(OC1C=C(OC)C=CC=1CO)OC(C)(C)C, predict the reaction product. The product is: [C:1]([O:9][C:10]1([CH2:27][C:28]2[CH:33]=[CH:32][C:31]([O:34][CH3:35])=[CH:30][C:29]=2[OH:36])[C:18]2[C:13](=[CH:14][CH:15]=[CH:16][CH:17]=2)[N:12]([CH2:20][CH3:21])[C:11]1=[O:26])(=[O:8])[C:2]1[CH:7]=[CH:6][CH:5]=[CH:4][CH:3]=1. (4) Given the reactants [CH2:1]([Li])[CH2:2][CH2:3][CH3:4].O=O.Br[C:9]1[CH:14]=[CH:13][C:12]([CH3:15])=[C:11]([CH2:16][C:17]2[CH:22]=[CH:21][C:20]([O:23][CH2:24][CH3:25])=[CH:19][CH:18]=2)[CH:10]=1.CON(C)[C:29](=[O:81])[C@H:30]([O:73]CC1C=CC=CC=1)[C@@H:31]([O:65][CH2:66][C:67]1[CH:72]=[CH:71][CH:70]=[CH:69][CH:68]=1)[C@H:32]([O:57][CH2:58][C:59]1[CH:64]=[CH:63][CH:62]=[CH:61][CH:60]=1)[C:33]([OH:56])([CH2:45][O:46][CH2:47][C:48]1[CH:53]=[CH:52][C:51]([O:54][CH3:55])=[CH:50][CH:49]=1)[CH2:34][O:35][CH2:36][C:37]1[CH:42]=[CH:41][C:40]([O:43][CH3:44])=[CH:39][CH:38]=1.[Al].O1C[CH2:87][CH2:86][CH2:85]1, predict the reaction product. The product is: [CH2:1]([O:73][CH:30]1[C@@H:31]([O:65][CH2:66][C:67]2[CH:68]=[CH:69][CH:70]=[CH:71][CH:72]=2)[C@H:32]([O:57][CH2:58][C:59]2[CH:64]=[CH:63][CH:62]=[CH:61][CH:60]=2)[C:33]([CH2:45][O:46][CH2:47][C:48]2[CH:49]=[CH:50][C:51]([O:54][CH3:55])=[CH:52][CH:53]=2)([CH2:34][O:35][CH2:36][C:37]2[CH:38]=[CH:39][C:40]([O:43][CH3:44])=[CH:41][CH:42]=2)[O:56][C:29]1([C:9]1[CH:14]=[CH:13][C:12]([CH3:15])=[C:11]([CH2:16][C:17]2[CH:22]=[CH:21][C:20]([O:23][CH2:24][CH3:25])=[CH:19][CH:18]=2)[CH:10]=1)[OH:81])[C:2]1[CH:87]=[CH:86][CH:85]=[CH:4][CH:3]=1. (5) Given the reactants [CH3:1][C:2]1[CH:11]=[CH:10][CH:9]=[C:8]([N+:12]([O-:14])=[O:13])[C:3]=1[C:4]([O:6][CH3:7])=[O:5].[Br:15]N1C(C)(C)C(=O)N(Br)C1=O.N(C(C)(C)C#N)=NC(C)(C)C#N.CC1C=CC=C([N+]([O-])=O)C=1C([O-])=O, predict the reaction product. The product is: [Br:15][CH2:1][C:2]1[CH:11]=[CH:10][CH:9]=[C:8]([N+:12]([O-:14])=[O:13])[C:3]=1[C:4]([O:6][CH3:7])=[O:5]. (6) The product is: [C:5]([C:4]1[CH:3]=[C:2]([NH:1][C:64]([C:62]2[N:63]=[C:58]3[CH:57]=[CH:56][C:55]([N:54]([CH3:53])[CH3:67])=[CH:60][N:59]3[CH:61]=2)=[O:65])[CH:9]=[CH:8][CH:7]=1)#[N:6]. Given the reactants [NH2:1][C:2]1[CH:3]=[C:4]([CH:7]=[CH:8][CH:9]=1)[C:5]#[N:6].CN(C(ON1N=NC2C=CC=NC1=2)=[N+](C)C)C.[F-].FP(F)(F)(F)F.ON1C2N=CC=CC=2N=N1.C(N(C(C)C)CC)(C)C.[CH3:53][N:54]([CH3:67])[C:55]1[CH:56]=[CH:57][C:58]2[N:59]([CH:61]=[C:62]([C:64](O)=[O:65])[N:63]=2)[CH:60]=1, predict the reaction product. (7) The product is: [CH2:28]([C:27]1[NH:36][N:35]=[C:8]([C:10]2[CH:15]=[CH:14][C:13]([CH3:16])=[CH:12][CH:11]=2)[C:7]=1[C:1]1[CH:6]=[CH:5][CH:4]=[CH:3][CH:2]=1)[CH2:29][CH:30]=[CH2:31]. Given the reactants [C:1]1([CH2:7][C:8]([C:10]2[CH:15]=[CH:14][C:13]([CH3:16])=[CH:12][CH:11]=2)=O)[CH:6]=[CH:5][CH:4]=[CH:3][CH:2]=1.[Li+].C[Si]([N-][Si](C)(C)C)(C)C.[C:27](Cl)(=O)[CH2:28][CH2:29][CH:30]=[CH2:31].O.[NH2:35][NH2:36], predict the reaction product. (8) Given the reactants [CH3:1][O:2][C:3](=[O:20])[C:4]1[CH:9]=[C:8]([C:10]([C:12]2[CH:17]=[CH:16][C:15](Br)=[CH:14][N:13]=2)=[O:11])[CH:7]=[CH:6][C:5]=1[F:19].[Cl:21][C:22]1[CH:28]=[CH:27][C:25]([NH2:26])=[CH:24][CH:23]=1.C1C=CC(P(C2C(C3C(P(C4C=CC=CC=4)C4C=CC=CC=4)=CC=C4C=3C=CC=C4)=C3C(C=CC=C3)=CC=2)C2C=CC=CC=2)=CC=1.C([O-])([O-])=O.[Cs+].[Cs+], predict the reaction product. The product is: [CH3:1][O:2][C:3](=[O:20])[C:4]1[CH:9]=[C:8]([C:10](=[O:11])[C:12]2[CH:17]=[CH:16][C:15]([NH:26][C:25]3[CH:27]=[CH:28][C:22]([Cl:21])=[CH:23][CH:24]=3)=[CH:14][N:13]=2)[CH:7]=[CH:6][C:5]=1[F:19]. (9) Given the reactants [CH3:1][S:2][C:3]1[N:4]=[CH:5][C:6]2[C:15](=[O:16])[N:14]([C:17]3[CH:18]=[C:19]([CH:24]=[CH:25][CH:26]=3)[C:20]([NH:22][NH2:23])=[O:21])[CH2:13][C@H:12]3[N:8]([CH2:9][CH2:10][CH2:11]3)[C:7]=2[N:27]=1.[CH:28]([N:31]=[C:32]=O)([CH3:30])[CH3:29].C(=O)(O)[O-].[Na+].C(Cl)(Cl)Cl, predict the reaction product. The product is: [CH:28]([NH:31][C:32]1[O:21][C:20]([C:19]2[CH:18]=[C:17]([N:14]3[CH2:13][C@H:12]4[N:8]([CH2:9][CH2:10][CH2:11]4)[C:7]4[N:27]=[C:3]([S:2][CH3:1])[N:4]=[CH:5][C:6]=4[C:15]3=[O:16])[CH:26]=[CH:25][CH:24]=2)=[N:22][N:23]=1)([CH3:30])[CH3:29]. (10) Given the reactants [C:1]1([S:7]([C:10]2[CH:18]=[CH:17][C:16]3[N:15]([CH2:19][CH2:20][O:21][Si](C(C)(C)C)(C)C)[C:14]4[CH2:29][CH:30]5[NH:34][CH:33]([C:13]=4[C:12]=3[C:11]=2C(OC(C)(C)C)=O)[CH2:32][CH2:31]5)(=[O:9])=[O:8])[CH:6]=[CH:5][CH:4]=[CH:3][CH:2]=1.FC(F)(F)C(O)=O.C(=O)(O)[O-].[Na+], predict the reaction product. The product is: [C:1]1([S:7]([C:10]2[CH:11]=[C:12]3[C:16](=[CH:17][CH:18]=2)[N:15]([CH2:19][CH2:20][OH:21])[C:14]2[CH2:29][CH:30]4[NH:34][CH:33]([C:13]3=2)[CH2:32][CH2:31]4)(=[O:9])=[O:8])[CH:2]=[CH:3][CH:4]=[CH:5][CH:6]=1.